This data is from HIV replication inhibition screening data with 41,000+ compounds from the AIDS Antiviral Screen. The task is: Binary Classification. Given a drug SMILES string, predict its activity (active/inactive) in a high-throughput screening assay against a specified biological target. (1) The drug is O=c1c2c(no[n+]2[O-])c2ccccc2n1-c1ccccc1. The result is 0 (inactive). (2) The compound is CCCCCCCCCCCCCCCCCCNC(=S)NC=C1C(=O)Nc2ccccc2C1=O. The result is 0 (inactive).